Dataset: Peptide-MHC class I binding affinity with 185,985 pairs from IEDB/IMGT. Task: Regression. Given a peptide amino acid sequence and an MHC pseudo amino acid sequence, predict their binding affinity value. This is MHC class I binding data. The peptide sequence is KIQNFRVYY. The MHC is HLA-A24:02 with pseudo-sequence HLA-A24:02. The binding affinity (normalized) is 0.